From a dataset of Reaction yield outcomes from USPTO patents with 853,638 reactions. Predict the reaction yield, written as a fraction of the theoretical maximum amount of product (1.0 means a 100% yield; for example, 0.34 means a 34% yield). (1) The reactants are Br[C:2]1[CH:28]=[CH:27][C:5]([O:6][C@H:7]2[CH2:11][CH2:10][N:9]([CH:12]3[CH2:17][CH2:16][N:15]([C:18]4[S:22][N:21]=[C:20]([CH:23]([CH3:25])[CH3:24])[N:19]=4)[CH2:14][CH2:13]3)[C:8]2=[O:26])=[C:4]([F:29])[CH:3]=1.[C@@H]1(N)CCCC[C@H]1N.[CH3:38][S:39]([O-:41])=[O:40].[Na+]. The catalyst is CS(C)=O. The product is [F:29][C:4]1[CH:3]=[C:2]([S:39]([CH3:38])(=[O:41])=[O:40])[CH:28]=[CH:27][C:5]=1[O:6][C@H:7]1[CH2:11][CH2:10][N:9]([CH:12]2[CH2:17][CH2:16][N:15]([C:18]3[S:22][N:21]=[C:20]([CH:23]([CH3:25])[CH3:24])[N:19]=3)[CH2:14][CH2:13]2)[C:8]1=[O:26]. The yield is 0.852. (2) The reactants are [OH:1][C:2]1[CH:7]=[C:6]([Cl:8])[N:5]=[N:4][C:3]=1Cl.[CH:10]1([C:13]2[CH:18]=[CH:17][CH:16]=[C:15]([CH3:19])[C:14]=2[OH:20])[CH2:12][CH2:11]1.S1(CCCC1)(=O)=O.[OH-].[K+].Cl. The catalyst is CO. The product is [Cl:8][C:6]1[N:5]=[N:4][C:3]([O:20][C:14]2[C:15]([CH3:19])=[CH:16][CH:17]=[CH:18][C:13]=2[CH:10]2[CH2:11][CH2:12]2)=[C:2]([OH:1])[CH:7]=1. The yield is 0.360. (3) The reactants are [Cl:1][C:2]1[CH:11]=[C:10]([Cl:12])[C:9]2[C:4](=[CH:5][CH:6]=[CH:7][CH:8]=2)[C:3]=1[OH:13].F[C:15]1[CH:20]=[CH:19][CH:18]=[CH:17][C:16]=1[N+:21]([O-:23])=[O:22].[Cl:24][C:25]1[CH:34]=[C:33]([Cl:35])[C:32]2[C:27](=[CH:28][CH:29]=[CH:30][CH:31]=2)[C:26]=1[O:36][C:37]1[CH:43]=[CH:42][CH:41]=[CH:40][C:38]=1[NH2:39].[NH2:44][C:45]1[S:46][CH:47]=[CH:48][N:49]=1. No catalyst specified. The product is [Cl:1][C:2]1[CH:11]=[C:10]([Cl:12])[C:9]2[C:4](=[CH:5][CH:6]=[CH:7][CH:8]=2)[C:3]=1[O:13][C:15]1[CH:20]=[CH:19][CH:18]=[CH:17][C:16]=1[N+:21]([O-:23])=[O:22].[Cl:24][C:25]1[CH:34]=[C:33]([Cl:35])[C:32]2[C:27](=[CH:28][CH:29]=[CH:30][CH:31]=2)[C:26]=1[O:36][C:37]1[CH:43]=[CH:42][CH:41]=[CH:40][C:38]=1[NH:39][C:3]([NH:44][C:45]1[S:46][CH:47]=[CH:48][N:49]=1)=[O:13]. The yield is 0.600. (4) The reactants are [N:1]([CH2:4][C:5]1[C:6]([N:11]2[CH2:16][CH2:15][O:14][CH2:13][CH2:12]2)=[N:7][CH:8]=[CH:9][CH:10]=1)=[N+]=[N-]. The catalyst is CO.[Pd]. The product is [N:11]1([C:6]2[C:5]([CH2:4][NH2:1])=[CH:10][CH:9]=[CH:8][N:7]=2)[CH2:12][CH2:13][O:14][CH2:15][CH2:16]1. The yield is 0.780. (5) The yield is 0.760. The reactants are [C:1]([O:5][C:6]([NH:8][C@@H:9]1[CH2:14][CH2:13][C@H:12](C(O)=O)[CH2:11][CH2:10]1)=[O:7])([CH3:4])([CH3:3])[CH3:2].C([N:20]([CH2:23]C)CC)C.C1([O:31]P(N=[N+]=[N-])(=O)OC2C=CC=CC=2)C=CC=CC=1.[CH2:44]([OH:51])[C:45]1[CH:50]=[CH:49][CH:48]=[CH:47][CH:46]=1. The catalyst is C1C=CC=CC=1. The product is [CH2:44]([O:51][C:23](=[O:31])[NH:20][C@H:12]1[CH2:11][CH2:10][C@@H:9]([NH:8][C:6]([O:5][C:1]([CH3:2])([CH3:3])[CH3:4])=[O:7])[CH2:14][CH2:13]1)[C:45]1[CH:50]=[CH:49][CH:48]=[CH:47][CH:46]=1. (6) The reactants are C(OC([N:8]1[CH2:12][CH2:11][CH2:10][CH:9]1[CH2:13][O:14][C:15]1[CH:24]=[CH:23][C:18]([C:19]([O:21][CH3:22])=[O:20])=[CH:17][C:16]=1[CH3:25])=O)(C)(C)C.C(O)(C(F)(F)F)=O. The catalyst is C(Cl)Cl. The product is [CH3:25][C:16]1[CH:17]=[C:18]([CH:23]=[CH:24][C:15]=1[O:14][CH2:13][CH:9]1[CH2:10][CH2:11][CH2:12][NH:8]1)[C:19]([O:21][CH3:22])=[O:20]. The yield is 0.900. (7) The reactants are P(Cl)(Cl)([Cl:3])=O.CN([CH:9]=[O:10])C.[C:11]1([N:17]2[C:25]3[C:20](=[CH:21][CH:22]=[CH:23][CH:24]=3)[CH2:19][C:18]2=O)[CH:16]=[CH:15][CH:14]=[CH:13][CH:12]=1.N1C=CC=CC=1. The catalyst is ClCCl.C(Cl)(Cl)Cl. The product is [Cl:3][C:18]1[N:17]([C:11]2[CH:16]=[CH:15][CH:14]=[CH:13][CH:12]=2)[C:25]2[C:20]([C:19]=1[CH:9]=[O:10])=[CH:21][CH:22]=[CH:23][CH:24]=2. The yield is 0.393. (8) The reactants are [CH3:1][O:2][C:3](=[O:29])[NH:4][C:5]1[S:6][C:7]2[C:13]([C:14]3[N:15]=[C:16]([NH:19]C(OC(C)(C)C)=O)[NH:17][CH:18]=3)=[CH:12][CH:11]=[C:10]([O:27][CH3:28])[C:8]=2[N:9]=1. The catalyst is Cl.CO. The product is [CH3:1][O:2][C:3](=[O:29])[NH:4][C:5]1[S:6][C:7]2[C:13]([C:14]3[N:15]=[C:16]([NH2:19])[NH:17][CH:18]=3)=[CH:12][CH:11]=[C:10]([O:27][CH3:28])[C:8]=2[N:9]=1. The yield is 0.160. (9) The reactants are CCN(C(C)C)C(C)C.[C:10]1([S:16]([C:18]2[CH:26]=[CH:25][C:21]([C:22]([OH:24])=O)=[CH:20][CH:19]=2)=[O:17])[CH:15]=[CH:14][CH:13]=[CH:12][CH:11]=1.CCN=C=NCCCN(C)C.C1C=CC2N(O)N=NC=2C=1.[NH2:48][CH2:49][C:50]([N:52]1[CH2:57][CH2:56][N:55]([C:58](=[O:69])[C:59]2[CH:64]=[CH:63][CH:62]=[CH:61][C:60]=2[C:65]([F:68])([F:67])[F:66])[CH2:54][CH2:53]1)=[O:51].C(O)(C(F)(F)F)=O. The catalyst is CN(C=O)C.O. The product is [C:10]1([S:16]([C:18]2[CH:19]=[CH:20][C:21]([C:22]([NH:48][CH2:49][C:50](=[O:51])[N:52]3[CH2:53][CH2:54][N:55]([C:58](=[O:69])[C:59]4[CH:64]=[CH:63][CH:62]=[CH:61][C:60]=4[C:65]([F:66])([F:68])[F:67])[CH2:56][CH2:57]3)=[O:24])=[CH:25][CH:26]=2)=[O:17])[CH:11]=[CH:12][CH:13]=[CH:14][CH:15]=1. The yield is 0.510. (10) The reactants are [C:1]([O:5][C:6]([N:8]1[CH2:13][CH2:12][N:11]([CH2:14][CH2:15][CH2:16][N:17]2[CH2:22][CH2:21][CH2:20][CH2:19][CH2:18]2)[C:10](=[O:23])[C@H:9]1[CH2:24][O:25]CC1C=CC=CC=1)=[O:7])([CH3:4])([CH3:3])[CH3:2]. The catalyst is C(O)(=O)C.[Pd]. The product is [C:1]([O:5][C:6]([N:8]1[CH2:13][CH2:12][N:11]([CH2:14][CH2:15][CH2:16][N:17]2[CH2:22][CH2:21][CH2:20][CH2:19][CH2:18]2)[C:10](=[O:23])[C@H:9]1[CH2:24][OH:25])=[O:7])([CH3:3])([CH3:4])[CH3:2]. The yield is 0.780.